From a dataset of Forward reaction prediction with 1.9M reactions from USPTO patents (1976-2016). Predict the product of the given reaction. (1) Given the reactants [Cl-].[Li+].[Si:3]([O:10][C@@H:11]([CH3:21])[C:12](=[O:20])[CH2:13]P(=O)(OC)OC)([C:6]([CH3:9])([CH3:8])[CH3:7])([CH3:5])[CH3:4].C(N(C(C)C)C(C)C)C.[CH:31](=O)[CH2:32][CH2:33][CH2:34][CH3:35], predict the reaction product. The product is: [Si:3]([O:10][C@H:11]([C:12](=[O:20])/[CH:13]=[CH:31]/[CH2:32][CH2:33][CH2:34][CH3:35])[CH3:21])([C:6]([CH3:9])([CH3:8])[CH3:7])([CH3:5])[CH3:4]. (2) Given the reactants [O:1]=[C:2]1[CH:11]=[C:10]([O:12][C:13]2[CH:20]=[CH:19][C:16]([C:17]#[N:18])=[CH:15][CH:14]=2)[C:9]2[C:4](=[CH:5][CH:6]=[CH:7][CH:8]=2)[NH:3]1.[H][H], predict the reaction product. The product is: [NH2:18][CH2:17][C:16]1[CH:15]=[CH:14][C:13]([O:12][C:10]2[C:9]3[C:4](=[CH:5][CH:6]=[CH:7][CH:8]=3)[NH:3][C:2](=[O:1])[CH:11]=2)=[CH:20][CH:19]=1.